From a dataset of TCR-epitope binding with 47,182 pairs between 192 epitopes and 23,139 TCRs. Binary Classification. Given a T-cell receptor sequence (or CDR3 region) and an epitope sequence, predict whether binding occurs between them. (1) The epitope is TEKSNIIRGW. The TCR CDR3 sequence is CASSLVDGDNSYEQYF. Result: 0 (the TCR does not bind to the epitope). (2) The epitope is GILGFVFTL. The TCR CDR3 sequence is CASSMLATDTQYF. Result: 1 (the TCR binds to the epitope).